Dataset: Reaction yield outcomes from USPTO patents with 853,638 reactions. Task: Predict the reaction yield, written as a fraction of the theoretical maximum amount of product (1.0 means a 100% yield; for example, 0.34 means a 34% yield). (1) The reactants are [NH2:1][S:2]([C:5]1[CH:6]=[C:7]([CH:11]=[CH:12][CH:13]=1)[C:8]([OH:10])=O)(=[O:4])=[O:3].C1N=CN(C(N2C=NC=C2)=O)C=1.[NH:26]1[CH2:31][CH2:30][O:29][CH2:28][CH2:27]1. The catalyst is C1COCC1. The product is [N:26]1([C:8]([C:7]2[CH:6]=[C:5]([S:2]([NH2:1])(=[O:3])=[O:4])[CH:13]=[CH:12][CH:11]=2)=[O:10])[CH2:31][CH2:30][O:29][CH2:28][CH2:27]1. The yield is 0.500. (2) The reactants are ClC(Cl)(Cl)[C:3]([C:5]1[NH:6][CH:7]=[C:8]([CH3:10])[CH:9]=1)=[O:4].[NH2:13][C:14]1[C:15]([CH3:20])=[CH:16][CH:17]=[CH:18][CH:19]=1.C(N(CC)CC)C. The catalyst is CCCCCC. The product is [CH3:10][C:8]1[CH:9]=[C:5]([C:3]([NH:13][C:14]2[CH:19]=[CH:18][CH:17]=[CH:16][C:15]=2[CH3:20])=[O:4])[NH:6][CH:7]=1. The yield is 0.450.